From a dataset of Forward reaction prediction with 1.9M reactions from USPTO patents (1976-2016). Predict the product of the given reaction. (1) Given the reactants [CH3:1][O:2][C:3]1[CH:4]=[C:5]([CH:7]=[CH:8][C:9]=1[O:10][CH3:11])[NH2:6].[C:12]([C:14](=[CH:20]OCC)[C:15]([O:17][CH2:18][CH3:19])=[O:16])#[N:13], predict the reaction product. The product is: [C:12]([C:14](=[CH:20][NH:6][C:5]1[CH:7]=[CH:8][C:9]([O:10][CH3:11])=[C:3]([O:2][CH3:1])[CH:4]=1)[C:15]([O:17][CH2:18][CH3:19])=[O:16])#[N:13]. (2) Given the reactants [F:1][C:2]1[CH:10]=[CH:9][C:5]([C:6]([O-:8])=[O:7])=[C:4](OC)[CH:3]=1.[OH-].[Na+].[CH3:15]O, predict the reaction product. The product is: [F:1][C:2]1[CH:10]=[CH:9][C:5]([C:6]([OH:8])=[O:7])=[C:4]([CH3:15])[CH:3]=1. (3) Given the reactants [CH2:1]([N:8]1[CH:16]=[C:15]2[C:10]([CH:11]=[C:12]([C:17]3[CH:18]=[C:19]([CH2:27][CH2:28][CH2:29]Br)[N:20]4[C:25]=3[C:24]([NH2:26])=[N:23][CH:22]=[N:21]4)[CH:13]=[CH:14]2)=[N:9]1)[C:2]1[CH:7]=[CH:6][CH:5]=[CH:4][CH:3]=1.[C-:31]#[N:32].[Na+].[I-].[Na+].O, predict the reaction product. The product is: [NH2:26][C:24]1[C:25]2=[C:17]([C:12]3[CH:13]=[CH:14][C:15]4[C:10]([CH:11]=3)=[N:9][N:8]([CH2:1][C:2]3[CH:3]=[CH:4][CH:5]=[CH:6][CH:7]=3)[CH:16]=4)[CH:18]=[C:19]([CH2:27][CH2:28][CH2:29][C:31]#[N:32])[N:20]2[N:21]=[CH:22][N:23]=1. (4) Given the reactants Br[C:2]1[CH:14]=[CH:13][C:12]2[C:11]3[C:6](=[CH:7][CH:8]=[CH:9][CH:10]=3)[C:5]([CH2:23][CH2:24][CH2:25][CH2:26][CH2:27][CH2:28][CH2:29][CH3:30])([CH2:15][CH2:16][CH2:17][CH2:18][CH2:19][CH2:20][CH2:21][CH3:22])[C:4]=2[CH:3]=1.C([Li])CCC.[C:36](=[O:38])=[O:37].Cl, predict the reaction product. The product is: [CH2:23]([C:5]1([CH2:15][CH2:16][CH2:17][CH2:18][CH2:19][CH2:20][CH2:21][CH3:22])[C:4]2[CH:3]=[C:2]([C:36]([OH:38])=[O:37])[CH:14]=[CH:13][C:12]=2[C:11]2[C:6]1=[CH:7][CH:8]=[CH:9][CH:10]=2)[CH2:24][CH2:25][CH2:26][CH2:27][CH2:28][CH2:29][CH3:30]. (5) Given the reactants [N:1]([C@H:4]1[CH2:9][C:8]([CH3:11])([CH3:10])[O:7][CH2:6][C@H:5]1[NH:12][C:13](=[O:21])[O:14][CH2:15][CH2:16][Si:17]([CH3:20])([CH3:19])[CH3:18])=[N+]=[N-].[H][H], predict the reaction product. The product is: [NH2:1][C@H:4]1[CH2:9][C:8]([CH3:11])([CH3:10])[O:7][CH2:6][C@H:5]1[NH:12][C:13](=[O:21])[O:14][CH2:15][CH2:16][Si:17]([CH3:18])([CH3:20])[CH3:19]. (6) Given the reactants [C:1]([C:11]([NH:13][CH2:14][CH2:15][OH:16])=[O:12])([C:4]([C:7]([F:10])([F:9])[F:8])([F:6])[F:5])([F:3])[F:2].[C:17]([O:20][CH2:21][CH3:22])(=[O:19])C, predict the reaction product. The product is: [C:1]([C:11]([NH:13][CH2:14][CH2:15][OH:16])=[O:12])([C:4]([C:7]([F:10])([F:8])[F:9])([F:6])[F:5])([F:3])[F:2].[NH2:13][C:17]([O:20][CH2:21][CH3:22])=[O:19].